This data is from hERG Central: cardiac toxicity at 1µM, 10µM, and general inhibition. The task is: Predict hERG channel inhibition at various concentrations. (1) The compound is Cc1ccn2c(-c3csc(NCc4ccccc4)n3)c(C)nc2c1.Cl. Results: hERG_inhib (hERG inhibition (general)): blocker. (2) The drug is O=C(C1=C[C@H](c2coc3ccccc3c2=O)C[C@H](OCc2ccc(CO)cc2)O1)N1CCN(Cc2ccccc2)CC1. Results: hERG_inhib (hERG inhibition (general)): blocker. (3) The molecule is O=C(NCc1ccc(Cl)cc1)C1CCCN(c2cnccn2)C1. Results: hERG_inhib (hERG inhibition (general)): blocker. (4) The compound is O=C(c1ccc(Cl)cc1Cl)N1CCC(c2nc3c(nnn3Cc3ccco3)c(=O)[nH]2)CC1. Results: hERG_inhib (hERG inhibition (general)): blocker. (5) The molecule is COc1ccc(C(=O)N2CCC(C(=O)c3ccc(F)cc3)CC2)cc1. Results: hERG_inhib (hERG inhibition (general)): blocker. (6) The compound is Cc1ccc(CN2CCC(CNS(=O)(=O)c3ccc(-c4ccc(=O)[nH]n4)s3)CC2)cc1. Results: hERG_inhib (hERG inhibition (general)): blocker. (7) The molecule is CC[N+](CC)(CC#Cc1ccccc1)CC(=O)c1ccc(Cl)cc1. Results: hERG_inhib (hERG inhibition (general)): blocker. (8) The compound is CN(CCCC(=O)NCc1ccccc1)S(=O)(=O)c1ccc([N+](=O)[O-])cc1. Results: hERG_inhib (hERG inhibition (general)): blocker.